This data is from Forward reaction prediction with 1.9M reactions from USPTO patents (1976-2016). The task is: Predict the product of the given reaction. Given the reactants [Li][CH2:2]CCC.[Br:6][C:7]1[CH:8]=[C:9]([CH:12]=[C:13]([O:15][CH2:16][O:17][CH3:18])[CH:14]=1)[CH:10]=O.C([O-])(O)=O.[Na+], predict the reaction product. The product is: [Br:6][C:7]1[CH:8]=[C:9]([CH:10]=[CH2:2])[CH:12]=[C:13]([O:15][CH2:16][O:17][CH3:18])[CH:14]=1.